The task is: Regression. Given a peptide amino acid sequence and an MHC pseudo amino acid sequence, predict their binding affinity value. This is MHC class I binding data.. This data is from Peptide-MHC class I binding affinity with 185,985 pairs from IEDB/IMGT. (1) The peptide sequence is SEIDLILGY. The MHC is Patr-A0101 with pseudo-sequence Patr-A0101. The binding affinity (normalized) is 0.0302. (2) The peptide sequence is LPLIVDTAA. The MHC is HLA-A31:01 with pseudo-sequence HLA-A31:01. The binding affinity (normalized) is 0.0847. (3) The peptide sequence is IINAHRIPK. The MHC is HLA-B15:09 with pseudo-sequence HLA-B15:09. The binding affinity (normalized) is 0.0847. (4) The peptide sequence is TLNEYKQLYT. The MHC is HLA-A02:02 with pseudo-sequence HLA-A02:02. The binding affinity (normalized) is 0.541. (5) The peptide sequence is FLLAQFTSA. The MHC is Patr-A0301 with pseudo-sequence Patr-A0301. The binding affinity (normalized) is 0.119. (6) The binding affinity (normalized) is 0.0847. The MHC is HLA-B40:01 with pseudo-sequence HLA-B40:01. The peptide sequence is VHFRNQVKI. (7) The peptide sequence is RKVIRGEQL. The MHC is Mamu-B03 with pseudo-sequence Mamu-B03. The binding affinity (normalized) is 0.282.